This data is from Full USPTO retrosynthesis dataset with 1.9M reactions from patents (1976-2016). The task is: Predict the reactants needed to synthesize the given product. (1) Given the product [CH2:1]([C:4]1[S:28][C:7]2[N:8]=[C:9]([C:25]([NH:33][NH:32][C:29]([NH2:30])=[O:31])=[O:26])[N:10]=[C:11]([N:12]3[CH2:17][CH2:16][N:15]4[C:18]([C:21]([F:24])([F:23])[F:22])=[N:19][N:20]=[C:14]4[CH2:13]3)[C:6]=2[CH:5]=1)[CH2:2][CH3:3], predict the reactants needed to synthesize it. The reactants are: [CH2:1]([C:4]1[S:28][C:7]2[N:8]=[C:9]([C:25](O)=[O:26])[N:10]=[C:11]([N:12]3[CH2:17][CH2:16][N:15]4[C:18]([C:21]([F:24])([F:23])[F:22])=[N:19][N:20]=[C:14]4[CH2:13]3)[C:6]=2[CH:5]=1)[CH2:2][CH3:3].[C:29]([NH:32][NH2:33])(=[O:31])[NH2:30].Cl.CN(C(ON1N=NC2C=CC=NC1=2)=[N+](C)C)C.F[P-](F)(F)(F)(F)F.C(N(CC)CC)C. (2) Given the product [CH3:43][NH:44][C:5]1[N:6]=[CH:7][C:8]2[C:13]([C:14]3[CH:19]=[CH:18][CH:17]=[CH:16][CH:15]=3)=[C:12]([C:20]3[CH:21]=[CH:22][C:23]([C:26]4([NH:30][C:31](=[O:37])[O:32][C:33]([CH3:35])([CH3:36])[CH3:34])[CH2:27][CH2:28][CH2:29]4)=[CH:24][CH:25]=3)[O:11][C:9]=2[N:10]=1, predict the reactants needed to synthesize it. The reactants are: CS([C:5]1[N:6]=[CH:7][C:8]2[C:13]([C:14]3[CH:19]=[CH:18][CH:17]=[CH:16][CH:15]=3)=[C:12]([C:20]3[CH:25]=[CH:24][C:23]([C:26]4([NH:30][C:31](=[O:37])[O:32][C:33]([CH3:36])([CH3:35])[CH3:34])[CH2:29][CH2:28][CH2:27]4)=[CH:22][CH:21]=3)[O:11][C:9]=2[N:10]=1)(=O)=O.C1COCC1.[CH3:43][NH2:44]. (3) Given the product [Cl:8][C:5]1[CH:6]=[CH:7][C:2]([NH:23][CH2:20][CH:15]2[CH2:14][CH2:13][O:12][CH2:17][CH2:16]2)=[C:3]([N+:9]([O-:11])=[O:10])[CH:4]=1, predict the reactants needed to synthesize it. The reactants are: F[C:2]1[CH:7]=[CH:6][C:5]([Cl:8])=[CH:4][C:3]=1[N+:9]([O-:11])=[O:10].[O:12]1[CH2:17][CH2:16][CH2:15][CH2:14][CH:13]1CN.[CH:20]([N:23](CC)C(C)C)(C)C.CS(C)=O. (4) Given the product [C:14]([O:18][C:19]([N:21]1[CH2:26][CH2:25][N:24]([C:3]2[C:2]([Cl:1])=[N:7][CH:6]=[CH:5][N:4]=2)[CH2:23][CH2:22]1)=[O:20])([CH3:17])([CH3:15])[CH3:16], predict the reactants needed to synthesize it. The reactants are: [Cl:1][CH:2]1[N:7](Cl)[CH:6]=[CH:5][N:4]=[CH:3]1.CN(C=O)C.[C:14]([O:18][C:19]([N:21]1[CH2:26][CH2:25][NH:24][CH2:23][CH2:22]1)=[O:20])([CH3:17])([CH3:16])[CH3:15]. (5) Given the product [CH3:10][C:9]1[CH:8]=[C:5]([CH:4]=[C:3]([CH3:11])[C:2]=1[O:1][CH2:13][CH2:14][N:15]1[CH2:20][CH2:19][O:18][CH2:17][CH2:16]1)[CH:6]=[O:7], predict the reactants needed to synthesize it. The reactants are: [OH:1][C:2]1[C:9]([CH3:10])=[CH:8][C:5]([CH:6]=[O:7])=[CH:4][C:3]=1[CH3:11].O[CH2:13][CH2:14][N:15]1[CH2:20][CH2:19][O:18][CH2:17][CH2:16]1.C(N(CC)C(C)C)(C)C.CCOC(/N=N/C(OCC)=O)=O.